This data is from Catalyst prediction with 721,799 reactions and 888 catalyst types from USPTO. The task is: Predict which catalyst facilitates the given reaction. (1) Reactant: [C:1]1([S:7]([CH2:10][C:11]2[C:16]([C:17]([O:19]C)=[O:18])=[C:15]([O:21][CH3:22])[C:14]([C:23]3[N:24]=[CH:25][O:26][CH:27]=3)=[CH:13][CH:12]=2)(=[O:9])=[O:8])[CH:6]=[CH:5][CH:4]=[CH:3][CH:2]=1. Product: [C:1]1([S:7]([CH2:10][C:11]2[C:16]([C:17]([OH:19])=[O:18])=[C:15]([O:21][CH3:22])[C:14]([C:23]3[N:24]=[CH:25][O:26][CH:27]=3)=[CH:13][CH:12]=2)(=[O:8])=[O:9])[CH:2]=[CH:3][CH:4]=[CH:5][CH:6]=1. The catalyst class is: 5. (2) Reactant: [OH:1][C:2]([C:11]1[CH:12]=[C:13]([N:17]([CH2:27][CH:28]([CH3:30])[CH3:29])[S:18]([C:21]2[CH:26]=[CH:25][CH:24]=[CH:23][CH:22]=2)(=[O:20])=[O:19])[CH:14]=[CH:15][CH:16]=1)([C:7]([F:10])([F:9])[F:8])[C:3]#[C:4][CH:5]=O.[CH:31]([NH2:34])([CH3:33])[CH3:32].[BH4-].[Na+].[H][H]. Product: [OH:1][C:2]([C:11]1[CH:12]=[C:13]([N:17]([CH2:27][CH:28]([CH3:30])[CH3:29])[S:18]([C:21]2[CH:22]=[CH:23][CH:24]=[CH:25][CH:26]=2)(=[O:19])=[O:20])[CH:14]=[CH:15][CH:16]=1)([C:7]([F:9])([F:10])[F:8])[C:3]#[C:4][CH2:5][NH:34][CH:31]([CH3:33])[CH3:32]. The catalyst class is: 46. (3) Reactant: [Cl:1][C:2]1[CH:3]=[C:4]([N+:9]([O-:11])=[O:10])[CH:5]=[CH:6][C:7]=1F.[NH:12]1[CH2:17][CH2:16][O:15][CH2:14][CH2:13]1. Product: [Cl:1][C:2]1[CH:3]=[C:4]([N+:9]([O-:11])=[O:10])[CH:5]=[CH:6][C:7]=1[N:12]1[CH2:17][CH2:16][O:15][CH2:14][CH2:13]1. The catalyst class is: 3. (4) Reactant: [Br:1][C:2]1[C:14]([CH3:15])=[CH:13][C:5]([C:6](/[N:8]=[CH:9]/[N:10](C)C)=O)=[CH:4][C:3]=1[CH3:16].O.[NH2:18]N. Product: [Br:1][C:2]1[C:14]([CH3:15])=[CH:13][C:5]([C:6]2[N:8]=[CH:9][NH:10][N:18]=2)=[CH:4][C:3]=1[CH3:16]. The catalyst class is: 15.